Dataset: Full USPTO retrosynthesis dataset with 1.9M reactions from patents (1976-2016). Task: Predict the reactants needed to synthesize the given product. (1) Given the product [Cl:1][C:2]1[CH:7]=[CH:6][C:5]([C:8]2([CH2:14][C:15]#[N:16])[CH2:13][CH2:12][N:11]([C:18]3[C:19]4[N:20]([N:24]=[C:25]([NH:27][C:28]5[CH:44]=[CH:43][C:31]([C:32]([N:34]([CH3:42])[CH:35]6[CH2:36][CH2:37][N:38]([CH3:41])[CH2:39][CH2:40]6)=[O:33])=[CH:30][CH:29]=5)[N:26]=4)[CH:21]=[CH:22][CH:23]=3)[CH2:10][CH2:9]2)=[CH:4][CH:3]=1, predict the reactants needed to synthesize it. The reactants are: [Cl:1][C:2]1[CH:7]=[CH:6][C:5]([C:8]2([CH2:14][C:15]#[N:16])[CH2:13][CH2:12][NH:11][CH2:10][CH2:9]2)=[CH:4][CH:3]=1.Br[C:18]1[C:19]2[N:20]([N:24]=[C:25]([NH:27][C:28]3[CH:44]=[CH:43][C:31]([C:32]([N:34]([CH3:42])[CH:35]4[CH2:40][CH2:39][N:38]([CH3:41])[CH2:37][CH2:36]4)=[O:33])=[CH:30][CH:29]=3)[N:26]=2)[CH:21]=[CH:22][CH:23]=1. (2) Given the product [CH2:3]([O:9][CH2:11][C:12]([OH:14])=[O:13])[CH2:4][CH2:5][CH2:6][CH2:7][CH3:8], predict the reactants needed to synthesize it. The reactants are: [H-].[Na+].[CH2:3]([OH:9])[CH2:4][CH2:5][CH2:6][CH2:7][CH3:8].Br[CH2:11][C:12]([OH:14])=[O:13]. (3) The reactants are: [Cl:1][C:2]1[CH:7]=[CH:6][C:5]([NH:8][S:9]([C:12]([F:15])([F:14])[F:13])(=[O:11])=[O:10])=[C:4]([C:16](=O)[CH2:17][CH3:18])[CH:3]=1.Cl.[F:21][C:22]1[CH:27]=[CH:26][C:25]([O:28][NH2:29])=[CH:24][CH:23]=1.CC([O-])=O.[Na+]. Given the product [Cl:1][C:2]1[CH:7]=[CH:6][C:5]([NH:8][S:9]([C:12]([F:15])([F:14])[F:13])(=[O:11])=[O:10])=[C:4]([C:16](=[N:29][O:28][C:25]2[CH:26]=[CH:27][C:22]([F:21])=[CH:23][CH:24]=2)[CH2:17][CH3:18])[CH:3]=1, predict the reactants needed to synthesize it. (4) Given the product [F:21][C:15]1[CH:16]=[C:17]([F:20])[CH:18]=[CH:19][C:14]=1[O:13][CH:11]1[CH2:12][NH:8][CH:9]([CH2:22][O:23][C:24]2[CH:33]=[CH:32][C:27]([C:28]([O:30][CH3:31])=[O:29])=[CH:26][CH:25]=2)[CH2:10]1, predict the reactants needed to synthesize it. The reactants are: C(OC([N:8]1[CH2:12][CH:11]([O:13][C:14]2[CH:19]=[CH:18][C:17]([F:20])=[CH:16][C:15]=2[F:21])[CH2:10][CH:9]1[CH2:22][O:23][C:24]1[CH:33]=[CH:32][C:27]([C:28]([O:30][CH3:31])=[O:29])=[CH:26][CH:25]=1)=O)(C)(C)C.C(O)(C(F)(F)F)=O. (5) Given the product [C:81]([C:78]1[CH:77]=[CH:76][C:75]([CH:73]([N:70]2[CH:69]=[C:68]([C:83]([OH:85])=[O:84])[C:67](=[O:86])[C:66]([C:37]3[CH:36]=[CH:35][N:34]=[C:33]([C:32]([F:43])([F:42])[F:31])[CH:38]=3)=[C:71]2[CH3:72])[CH3:74])=[CH:80][CH:79]=1)#[N:82], predict the reactants needed to synthesize it. The reactants are: C(C1C=CC(CN2C(C)=C(C3C=CC=C(C(F)(F)F)C=3)C(=O)C(C(O)=O)=C2)=CC=1)#N.[F:31][C:32]([F:43])([F:42])[C:33]1[CH:38]=[C:37](B(O)O)[CH:36]=[CH:35][N:34]=1.BrC1C(=O)C(C(O)=O)=CN(CC2C=CC(C#N)=CC=2)C=1C.Br[C:66]1[C:67](=[O:86])[C:68]([C:83]([OH:85])=[O:84])=[CH:69][N:70]([CH:73]([C:75]2[CH:80]=[CH:79][C:78]([C:81]#[N:82])=[CH:77][CH:76]=2)[CH3:74])[C:71]=1[CH3:72]. (6) Given the product [Cl:32][C:2]1[N:6]2[CH:7]=[C:8]([C:19]3[CH:24]=[CH:23][CH:22]=[CH:21][CH:20]=3)[C:9]([C:11]3[CH:18]=[CH:17][C:14]([CH:15]=[O:16])=[CH:13][CH:12]=3)=[N:10][C:5]2=[N:4][CH:3]=1, predict the reactants needed to synthesize it. The reactants are: Br[C:2]1[N:6]2[CH:7]=[C:8]([C:19]3[CH:24]=[CH:23][CH:22]=[CH:21][CH:20]=3)[C:9]([C:11]3[CH:18]=[CH:17][C:14]([CH:15]=[O:16])=[CH:13][CH:12]=3)=[N:10][C:5]2=[N:4][CH:3]=1.C1C(=O)N([Cl:32])C(=O)C1. (7) Given the product [N:31]1([S:28]([N:6]([CH2:5][C:4]([OH:40])=[O:3])[CH2:7][C:8]2[CH:13]=[CH:12][C:11]([O:14][CH2:15][CH2:16][C:17]3[N:18]=[C:19]([C:23]4[S:24][CH:25]=[CH:26][CH:27]=4)[O:20][C:21]=3[CH3:22])=[CH:10][CH:9]=2)(=[O:30])=[O:29])[C:39]2[C:34](=[CH:35][CH:36]=[CH:37][CH:38]=2)[CH2:33][CH2:32]1, predict the reactants needed to synthesize it. The reactants are: C([O:3][C:4](=[O:40])[CH2:5][N:6]([S:28]([N:31]1[C:39]2[C:34](=[CH:35][CH:36]=[CH:37][CH:38]=2)[CH2:33][CH2:32]1)(=[O:30])=[O:29])[CH2:7][C:8]1[CH:13]=[CH:12][C:11]([O:14][CH2:15][CH2:16][C:17]2[N:18]=[C:19]([C:23]3[S:24][CH:25]=[CH:26][CH:27]=3)[O:20][C:21]=2[CH3:22])=[CH:10][CH:9]=1)C.O.[OH-].[Li+].